From a dataset of Reaction yield outcomes from USPTO patents with 853,638 reactions. Predict the reaction yield, written as a fraction of the theoretical maximum amount of product (1.0 means a 100% yield; for example, 0.34 means a 34% yield). (1) The reactants are [CH3:1][O:2][C:3]1[CH:12]=[CH:11][CH:10]=[C:9]2[C:4]=1[CH:5]=[CH:6][C:7]([CH3:13])=[N:8]2.[H][H]. The catalyst is CO. The product is [CH3:1][O:2][C:3]1[CH:12]=[CH:11][CH:10]=[C:9]2[C:4]=1[CH2:5][CH2:6][C@H:7]([CH3:13])[NH:8]2. The yield is 0.980. (2) The reactants are [Cl:1][C:2]1[CH:11]=[CH:10][C:9](I)=[CH:8][C:3]=1[C:4]([O:6][CH3:7])=[O:5].[C:13]([Si:15]([CH3:18])([CH3:17])[CH3:16])#[CH:14]. The catalyst is C(N(CC)CC)C.CCOC(C)=O.[Cu]I.Cl[Pd](Cl)([P](C1C=CC=CC=1)(C1C=CC=CC=1)C1C=CC=CC=1)[P](C1C=CC=CC=1)(C1C=CC=CC=1)C1C=CC=CC=1. The product is [Cl:1][C:2]1[CH:11]=[CH:10][C:9]([C:14]#[C:13][Si:15]([CH3:18])([CH3:17])[CH3:16])=[CH:8][C:3]=1[C:4]([O:6][CH3:7])=[O:5]. The yield is 0.900. (3) The reactants are [Si:1]([O:8][CH2:9][CH:10]=O)([C:4]([CH3:7])([CH3:6])[CH3:5])([CH3:3])[CH3:2].[NH2:12][C:13]1[CH:23]=[CH:22][C:16]([C:17]([O:19][CH2:20][CH3:21])=[O:18])=[CH:15][CH:14]=1.C(O[BH-](OC(=O)C)OC(=O)C)(=O)C.[Na+].C(=O)([O-])O.[Na+]. The catalyst is ClCCl. The product is [Si:1]([O:8][CH2:9][CH2:10][NH:12][C:13]1[CH:14]=[CH:15][C:16]([C:17]([O:19][CH2:20][CH3:21])=[O:18])=[CH:22][CH:23]=1)([C:4]([CH3:5])([CH3:6])[CH3:7])([CH3:2])[CH3:3]. The yield is 0.950.